This data is from Forward reaction prediction with 1.9M reactions from USPTO patents (1976-2016). The task is: Predict the product of the given reaction. Given the reactants [F:1][C:2]1[CH:7]=[CH:6][C:5]([S:8]([N:11]2[C:16]3[CH:17]=[C:18]([N+:21]([O-])=O)[CH:19]=[CH:20][C:15]=3[O:14][CH2:13][CH:12]2[CH2:24][OH:25])(=[O:10])=[O:9])=[CH:4][CH:3]=1, predict the reaction product. The product is: [NH2:21][C:18]1[CH:19]=[CH:20][C:15]2[O:14][CH2:13][CH:12]([CH2:24][OH:25])[N:11]([S:8]([C:5]3[CH:6]=[CH:7][C:2]([F:1])=[CH:3][CH:4]=3)(=[O:9])=[O:10])[C:16]=2[CH:17]=1.